Dataset: Catalyst prediction with 721,799 reactions and 888 catalyst types from USPTO. Task: Predict which catalyst facilitates the given reaction. (1) Reactant: [C:1]([N:8]1[CH2:13][CH2:12][CH:11]([C:14]2[N:15]([CH:21]3[CH2:23][CH2:22]3)[N:16]=[CH:17][C:18]=2[CH2:19][OH:20])[CH2:10][CH2:9]1)([O:3][C:4]([CH3:7])([CH3:6])[CH3:5])=[O:2]. Product: [C:1]([N:8]1[CH2:9][CH2:10][CH:11]([C:14]2[N:15]([CH:21]3[CH2:23][CH2:22]3)[N:16]=[CH:17][C:18]=2[CH:19]=[O:20])[CH2:12][CH2:13]1)([O:3][C:4]([CH3:7])([CH3:6])[CH3:5])=[O:2]. The catalyst class is: 725. (2) Reactant: [C:9](O[C:9]([O:11][C:12]([CH3:15])([CH3:14])[CH3:13])=[O:10])([O:11][C:12]([CH3:15])([CH3:14])[CH3:13])=[O:10].Cl.[CH3:17][O:18][C:19](=[O:30])[C@H:20]([CH2:22][C:23]1[CH:28]=[CH:27][C:26]([OH:29])=[CH:25][CH:24]=1)[NH2:21].C(=O)([O-])O.[Na+]. Product: [CH3:17][O:18][C:19](=[O:30])[C@@H:20]([NH:21][C:9]([O:11][C:12]([CH3:13])([CH3:14])[CH3:15])=[O:10])[CH2:22][C:23]1[CH:28]=[CH:27][C:26]([OH:29])=[CH:25][CH:24]=1. The catalyst class is: 46. (3) Reactant: [Br:1][C:2]1[C:7](=[O:8])[N:6]([CH:9]([CH3:13])[C:10](O)=[O:11])[N:5]=[CH:4][C:3]=1[NH:14][C@@H:15]1[CH2:20][C@@H:19]2[CH2:21][C@@H:17]([C:18]2([CH3:23])[CH3:22])[C@H:16]1[CH3:24].Cl.CN(C)CCCN=C=NCC.C(N(CC)CC)C.[N:44]1[CH:49]=[CH:48][C:47]([CH2:50][NH2:51])=[CH:46][CH:45]=1. Product: [Br:1][C:2]1[C:7](=[O:8])[N:6]([CH:9]([CH3:13])[C:10]([NH:51][CH2:50][C:47]2[CH:48]=[CH:49][N:44]=[CH:45][CH:46]=2)=[O:11])[N:5]=[CH:4][C:3]=1[NH:14][C@@H:15]1[CH2:20][C@@H:19]2[CH2:21][C@@H:17]([C:18]2([CH3:22])[CH3:23])[C@H:16]1[CH3:24]. The catalyst class is: 42. (4) Reactant: C[O:2][CH:3](OC)[C:4]1[NH:5][C:6]([C:18]2[CH:23]=[CH:22][CH:21]=[C:20]([CH3:24])[N:19]=2)=[C:7]([C:9]2[CH:10]=[CH:11][C:12]3[N:13]([N:15]=[CH:16][N:17]=3)[CH:14]=2)[N:8]=1.C([O-])(O)=O.[Na+]. Product: [N:17]1[CH:16]=[N:15][N:13]2[CH:14]=[C:9]([C:7]3[N:8]=[C:4]([CH:3]=[O:2])[NH:5][C:6]=3[C:18]3[CH:23]=[CH:22][CH:21]=[C:20]([CH3:24])[N:19]=3)[CH:10]=[CH:11][C:12]=12. The catalyst class is: 33. (5) Reactant: [CH3:1][C:2]1[CH:7]=[CH:6][C:5]([NH:8][S:9]([CH3:12])(=[O:11])=[O:10])=[CH:4][C:3]=1[C:13]1[C:14]2[CH:21]=[C:20]([CH2:22][O:23][C:24]3[CH:29]=[CH:28][C:27]([C@@H:30]([C:37]#[C:38][CH3:39])[CH2:31][C:32]([O:34]CC)=[O:33])=[CH:26][CH:25]=3)[CH:19]=[CH:18][C:15]=2[S:16][CH:17]=1.[Li+].[OH-].Cl.N. Product: [CH3:1][C:2]1[CH:7]=[CH:6][C:5]([NH:8][S:9]([CH3:12])(=[O:11])=[O:10])=[CH:4][C:3]=1[C:13]1[C:14]2[CH:21]=[C:20]([CH2:22][O:23][C:24]3[CH:25]=[CH:26][C:27]([C@@H:30]([C:37]#[C:38][CH3:39])[CH2:31][C:32]([OH:34])=[O:33])=[CH:28][CH:29]=3)[CH:19]=[CH:18][C:15]=2[S:16][CH:17]=1. The catalyst class is: 14. (6) The catalyst class is: 13. Reactant: [CH3:1][O:2][C:3]1[C:8]([NH:9][C:10]([C:12]2[N:13]=[C:14]([O:17][C:18]3[CH:23]=[C:22]([O:24][CH2:25][CH2:26][CH3:27])[CH:21]=[CH:20][C:19]=3[CH3:28])[S:15][CH:16]=2)=[O:11])=[C:7]([O:29][CH3:30])[N:6]=[C:5]([NH:31][CH2:32][CH2:33][N:34]([CH:42]([CH3:44])[CH3:43])C(=O)OC(C)(C)C)[N:4]=1. Product: [CH:42]([NH:34][CH2:33][CH2:32][NH:31][C:5]1[N:4]=[C:3]([O:2][CH3:1])[C:8]([NH:9][C:10]([C:12]2[N:13]=[C:14]([O:17][C:18]3[CH:23]=[C:22]([O:24][CH2:25][CH2:26][CH3:27])[CH:21]=[CH:20][C:19]=3[CH3:28])[S:15][CH:16]=2)=[O:11])=[C:7]([O:29][CH3:30])[N:6]=1)([CH3:44])[CH3:43]. (7) Reactant: [CH3:1][N:2]([CH3:6])[CH2:3][CH2:4][NH2:5].Cl[C:8]1[N:9]=[N+:10]([O-:22])[C:11]2[C:21]3[CH2:20][CH2:19][CH2:18][CH2:17][C:16]=3[CH:15]=[CH:14][C:12]=2[N:13]=1. Product: [CH3:1][N:2]([CH3:6])[CH2:3][CH2:4][NH:5][C:8]1[N:9]=[N+:10]([O-:22])[C:11]2[C:21]3[CH2:20][CH2:19][CH2:18][CH2:17][C:16]=3[CH:15]=[CH:14][C:12]=2[N:13]=1. The catalyst class is: 57.